From a dataset of Full USPTO retrosynthesis dataset with 1.9M reactions from patents (1976-2016). Predict the reactants needed to synthesize the given product. (1) Given the product [C:29]([OH:41])(=[O:40])[CH2:30][C:31]([CH2:36][C:37]([OH:39])=[O:38])([C:33]([OH:35])=[O:34])[OH:32].[CH3:1][O:2][CH2:3][CH2:4][CH2:5][S:6]([C:9]1[CH:14]=[CH:13][C:12]([C:15]2[CH:20]=[CH:19][C:18]([CH2:21][CH2:22][N:23]3[CH2:27][CH2:26][CH2:25][C@H:24]3[CH3:28])=[CH:17][CH:16]=2)=[CH:11][CH:10]=1)(=[O:8])=[O:7], predict the reactants needed to synthesize it. The reactants are: [CH3:1][O:2][CH2:3][CH2:4][CH2:5][S:6]([C:9]1[CH:14]=[CH:13][C:12]([C:15]2[CH:20]=[CH:19][C:18]([CH2:21][CH2:22][N:23]3[CH2:27][CH2:26][CH2:25][C@H:24]3[CH3:28])=[CH:17][CH:16]=2)=[CH:11][CH:10]=1)(=[O:8])=[O:7].[C:29]([OH:41])(=[O:40])[CH2:30][C:31]([CH2:36][C:37]([OH:39])=[O:38])([C:33]([OH:35])=[O:34])[OH:32].O. (2) Given the product [OH:57][C:55]([CH3:58])([CH3:56])[CH2:54][NH:53][C:27](=[O:28])[CH2:26][CH:23]1[S:22][C:21]([C:16]2[NH:17][C:18]3[C:14]([CH:15]=2)=[CH:13][C:12]([O:11][C:8]2[CH:9]=[N:10][C:5]([S:2]([CH3:1])(=[O:3])=[O:4])=[CH:6][CH:7]=2)=[CH:20][CH:19]=3)=[N:25][CH2:24]1, predict the reactants needed to synthesize it. The reactants are: [CH3:1][S:2]([C:5]1[N:10]=[CH:9][C:8]([O:11][C:12]2[CH:13]=[C:14]3[C:18](=[CH:19][CH:20]=2)[NH:17][C:16]([C:21]2[S:22][CH:23]([CH2:26][C:27](O)=[O:28])[CH2:24][N:25]=2)=[CH:15]3)=[CH:7][CH:6]=1)(=[O:4])=[O:3].O.ON1C2C=CC=CC=2N=N1.Cl.C(N=C=NCCCN(C)C)C.[NH2:53][CH2:54][C:55]([CH3:58])([OH:57])[CH3:56]. (3) Given the product [C:1]([C:4]1[C:12]2=[N:22][CH:10]=[CH:9][CH:8]=[C:7]2[N:6]([CH2:18][C:19]([OH:21])=[O:20])[CH:5]=1)(=[O:3])[CH3:2], predict the reactants needed to synthesize it. The reactants are: [C:1]([C:4]1[C:12]2[C:7](=[CH:8][CH:9]=[C:10](OC(F)(F)F)C=2)[N:6]([CH2:18][C:19]([OH:21])=[O:20])[CH:5]=1)(=[O:3])[CH3:2].[NH:22]1C2C(=NC=CC=2)C(C(=O)C)=C1. (4) Given the product [NH2:1][C:4]1[CH:9]=[CH:8][C:7]([N:10]2[CH2:15][CH2:14][CH2:13][CH2:12][CH2:11]2)=[CH:6][C:5]=1[C:16]1[CH:21]=[C:20]([N:22]([CH2:30][C:31]2[CH:36]=[CH:35][CH:34]=[C:33]([C:37]([F:39])([F:40])[F:38])[CH:32]=2)[C:23](=[O:29])[O:24][C:25]([CH3:28])([CH3:26])[CH3:27])[CH:19]=[CH:18][N:17]=1, predict the reactants needed to synthesize it. The reactants are: [N+:1]([C:4]1[CH:9]=[CH:8][C:7]([N:10]2[CH2:15][CH2:14][CH2:13][CH2:12][CH2:11]2)=[CH:6][C:5]=1[C:16]1[CH:21]=[C:20]([N:22]([CH2:30][C:31]2[CH:36]=[CH:35][CH:34]=[C:33]([C:37]([F:40])([F:39])[F:38])[CH:32]=2)[C:23](=[O:29])[O:24][C:25]([CH3:28])([CH3:27])[CH3:26])[CH:19]=[CH:18][N:17]=1)([O-])=O.C(O)(=O)C. (5) Given the product [F:1][C:2]1[CH:3]=[C:4]([CH:16]=[C:17]([F:19])[CH:18]=1)[CH2:5][CH:6]1[CH2:11][CH:10]([C:12]([O:14][CH3:15])=[O:13])[CH2:9][CH2:8][N:7]1[C:29]([O:30][CH3:31])=[O:32], predict the reactants needed to synthesize it. The reactants are: [F:1][C:2]1[CH:3]=[C:4]([CH:16]=[C:17]([F:19])[CH:18]=1)[CH2:5][CH:6]1[CH2:11][CH:10]([C:12]([O:14][CH3:15])=[O:13])[CH2:9][CH2:8][NH:7]1.CCN(C(C)C)C(C)C.[C:29](Cl)(=[O:32])[O:30][CH3:31]. (6) Given the product [CH3:16][C:2]1([CH3:1])[CH2:7][CH2:6][CH2:5][CH:4]([CH:8]([O:10][C:11]([CH3:15])([CH3:14])[CH2:12][O:13][C:20](=[O:21])[CH2:19][O:18][CH3:17])[CH3:9])[CH2:3]1, predict the reactants needed to synthesize it. The reactants are: [CH3:1][C:2]1([CH3:16])[CH2:7][CH2:6][CH2:5][CH:4]([CH:8]([O:10][C:11]([CH3:15])([CH3:14])[CH2:12][OH:13])[CH3:9])[CH2:3]1.[CH3:17][O:18][C:19](=O)[CH2:20][O:21]C.C[O-].[Na+]. (7) Given the product [C:1]([O:5][C:6]([NH:8][C@H:9]([C:13]([N:17]([CH3:18])[CH3:16])=[O:15])[CH2:10][O:11][CH3:12])=[O:7])([CH3:4])([CH3:3])[CH3:2], predict the reactants needed to synthesize it. The reactants are: [C:1]([O:5][C:6]([NH:8][C@H:9]([C:13]([OH:15])=O)[CH2:10][O:11][CH3:12])=[O:7])([CH3:4])([CH3:3])[CH3:2].[CH3:16][NH:17][CH3:18].C(N(C(C)C)C(C)C)C.F[P-](F)(F)(F)(F)F.N1(OC(N(C)C)=[N+](C)C)C2N=CC=CC=2N=N1.